Dataset: Forward reaction prediction with 1.9M reactions from USPTO patents (1976-2016). Task: Predict the product of the given reaction. (1) Given the reactants Br[C:2]1[CH:3]=[C:4]2[C:9](=[CH:10][CH:11]=1)[C:8]([CH3:13])([CH3:12])[CH2:7][CH2:6][C:5]2([CH3:15])[CH3:14].[CH3:16][CH2:17][O:18][C:19]([C:21]1C=CC(B(O)O)=CC=1)=[O:20].C([O-])([O-])=O.[K+].[K+].[C:36]1([CH3:42])[CH:41]=[CH:40][CH:39]=[CH:38][CH:37]=1, predict the reaction product. The product is: [CH3:12][C:8]1([CH3:13])[CH2:7][CH2:6][C:5]([CH3:15])([CH3:14])[C:4]2[CH:3]=[C:2]([C:39]3[CH:40]=[CH:41][C:36]([CH2:42][CH2:21][C:19]([O:18][CH2:17][CH3:16])=[O:20])=[CH:37][CH:38]=3)[CH:11]=[CH:10][C:9]1=2. (2) Given the reactants [Cl:1][C:2]1[N:7]=[C:6](Cl)[C:5]([F:9])=[CH:4][N:3]=1.[CH3:10][C:11]1[CH:17]=[CH:16][C:14]([NH2:15])=[CH:13][C:12]=1[C:18]([F:21])([F:20])[F:19], predict the reaction product. The product is: [Cl:1][C:2]1[N:7]=[C:6]([NH:15][C:14]2[CH:16]=[CH:17][C:11]([CH3:10])=[C:12]([C:18]([F:19])([F:20])[F:21])[CH:13]=2)[C:5]([F:9])=[CH:4][N:3]=1. (3) Given the reactants [CH3:1][C@H:2]1[C@H:12]2[C@H:13]3[C@:17]([CH3:20])([CH2:18][CH2:19][C@@H:11]2[C:5]2[CH2:6][CH2:7][C:8]([CH2:10][C:4]=2[CH2:3]1)=[O:9])[C@:16]([OH:23])([C:21]#[CH:22])[CH2:15][CH2:14]3.[OH:24][CH:25]1[O:44][C@H:43]([CH2:45][OH:46])[C@@H:30]([O:31][C@@H:32]2[O:40][C@H:39]([CH2:41][OH:42])[C@H:37]([OH:38])[C@H:35]([OH:36])[C@H:33]2[OH:34])[C@H:28]([OH:29])[C@H:26]1[OH:27], predict the reaction product. The product is: [CH3:1][C@H:2]1[C@H:12]2[C@H:13]3[C@:17]([CH3:20])([CH2:18][CH2:19][C@@H:11]2[C:5]2[CH2:6][CH2:7][C:8]([CH2:10][C:4]=2[CH2:3]1)=[O:9])[C@:16]([OH:23])([C:21]#[CH:22])[CH2:15][CH2:14]3.[OH:24][CH:25]1[O:44][C@H:43]([CH2:45][OH:46])[C@@H:30]([O:31][C@@H:32]2[O:40][C@H:39]([CH2:41][OH:42])[C@H:37]([OH:38])[C@H:35]([OH:36])[C@H:33]2[OH:34])[C@H:28]([OH:29])[C@H:26]1[OH:27]. (4) Given the reactants [CH3:1][C:2]1[C:8]([CH3:9])=[CH:7][C:5]([NH2:6])=[C:4]([N+:10]([O-:12])=[O:11])[CH:3]=1.[CH3:13][C:14]([O:17][C:18](O[C:18]([O:17][C:14]([CH3:16])([CH3:15])[CH3:13])=[O:19])=[O:19])([CH3:16])[CH3:15], predict the reaction product. The product is: [CH3:1][C:2]1[C:8]([CH3:9])=[CH:7][C:5]([NH:6][C:18](=[O:19])[O:17][C:14]([CH3:16])([CH3:15])[CH3:13])=[C:4]([N+:10]([O-:12])=[O:11])[CH:3]=1. (5) Given the reactants [NH2:1][C:2]1[CH:3]=[CH:4][C:5]2[O:9][N:8]=[C:7]([C:10]([NH:12][C:13]3[CH:25]=[CH:24][C:23]([C:26]#[N:27])=[CH:22][C:14]=3[C:15]([O:17]C(C)(C)C)=[O:16])=[O:11])[C:6]=2[CH:28]=1.[CH3:29][O:30][CH2:31][CH:32]=O, predict the reaction product. The product is: [C:26]([C:23]1[CH:24]=[CH:25][C:13]([NH:12][C:10]([C:7]2[C:6]3[CH:28]=[C:2]([NH:1][CH2:32][CH2:31][O:30][CH3:29])[CH:3]=[CH:4][C:5]=3[O:9][N:8]=2)=[O:11])=[C:14]([CH:22]=1)[C:15]([OH:17])=[O:16])#[N:27]. (6) Given the reactants [NH2:1][CH2:2][C@@H:3]([OH:21])[CH2:4][N:5]1[CH2:10][CH2:9][CH:8]([O:11][C:12]2[CH:17]=[CH:16][C:15]([Cl:18])=[C:14]([CH3:19])[C:13]=2[Cl:20])[CH2:7][CH2:6]1.[CH3:22][C:23]1[NH:27][N:26]=[N:25][C:24]=1[C:28](O)=[O:29], predict the reaction product. The product is: [Cl:20][C:13]1[C:14]([CH3:19])=[C:15]([Cl:18])[CH:16]=[CH:17][C:12]=1[O:11][CH:8]1[CH2:9][CH2:10][N:5]([CH2:4][C@H:3]([OH:21])[CH2:2][NH:1][C:28]([C:24]2[N:25]=[N:26][NH:27][C:23]=2[CH3:22])=[O:29])[CH2:6][CH2:7]1.